This data is from Acute oral toxicity (LD50) regression data from Zhu et al.. The task is: Regression/Classification. Given a drug SMILES string, predict its toxicity properties. Task type varies by dataset: regression for continuous values (e.g., LD50, hERG inhibition percentage) or binary classification for toxic/non-toxic outcomes (e.g., AMES mutagenicity, cardiotoxicity, hepatotoxicity). Dataset: ld50_zhu. The molecule is CCOC1CCCCC1O. The rat oral LD50 is 2.25, given as -log10 of the dose in mol/kg body weight (higher means more acutely toxic).